The task is: Regression. Given two drug SMILES strings and cell line genomic features, predict the synergy score measuring deviation from expected non-interaction effect.. This data is from NCI-60 drug combinations with 297,098 pairs across 59 cell lines. (1) Drug 1: C1CN1C2=NC(=NC(=N2)N3CC3)N4CC4. Drug 2: CC(CN1CC(=O)NC(=O)C1)N2CC(=O)NC(=O)C2. Cell line: SF-295. Synergy scores: CSS=42.8, Synergy_ZIP=-0.459, Synergy_Bliss=-2.35, Synergy_Loewe=-9.35, Synergy_HSA=-1.36. (2) Drug 1: C1=CC(=CC=C1C#N)C(C2=CC=C(C=C2)C#N)N3C=NC=N3. Drug 2: C1=NC2=C(N=C(N=C2N1C3C(C(C(O3)CO)O)O)F)N. Cell line: DU-145. Synergy scores: CSS=-1.49, Synergy_ZIP=3.94, Synergy_Bliss=6.73, Synergy_Loewe=-1.39, Synergy_HSA=-1.37.